This data is from CYP1A2 inhibition data for predicting drug metabolism from PubChem BioAssay. The task is: Regression/Classification. Given a drug SMILES string, predict its absorption, distribution, metabolism, or excretion properties. Task type varies by dataset: regression for continuous measurements (e.g., permeability, clearance, half-life) or binary classification for categorical outcomes (e.g., BBB penetration, CYP inhibition). Dataset: cyp1a2_veith. The result is 0 (non-inhibitor). The molecule is Nc1nc(N)c2nn(-c3ccc(C(=O)O)cc3)nc2n1.